Dataset: Full USPTO retrosynthesis dataset with 1.9M reactions from patents (1976-2016). Task: Predict the reactants needed to synthesize the given product. (1) Given the product [CH:9]1[C:10]([OH:11])=[C:4]([CH:2]([CH3:1])[CH3:3])[CH:5]=[CH:6][C:7]=1[CH3:8], predict the reactants needed to synthesize it. The reactants are: [CH3:1][C:2](=[CH:4][CH2:5][CH2:6]/[C:7](=[CH:9]/[CH2:10][OH:11])/[CH3:8])[CH3:3].C1(OC)C(=CC=C(C=1)CC=C)O.CC(=CCCC(=CC=O)C)C. (2) Given the product [Cl:1][C:2]1[CH:3]=[CH:4][C:5]([C:8]2[C:14]3[CH:15]=[CH:16][CH:17]=[CH:18][C:13]=3[C:12]3=[C:19]([CH3:22])[O:20][N:21]=[C:11]3[C@H:10]([CH2:23][C:24]([NH:40][CH2:38][CH3:39])=[O:25])[N:9]=2)=[CH:6][CH:7]=1, predict the reactants needed to synthesize it. The reactants are: [Cl:1][C:2]1[CH:7]=[CH:6][C:5]([C:8]2[C:14]3[CH:15]=[CH:16][CH:17]=[CH:18][C:13]=3[C:12]3=[C:19]([CH3:22])[O:20][N:21]=[C:11]3[C@H:10]([CH2:23][C:24](OC(C)(C)C)=[O:25])[N:9]=2)=[CH:4][CH:3]=1.C(O)(C(F)(F)F)=O.[CH2:38]([NH2:40])[CH3:39].CN(C(ON1N=NC2C=CC=NC1=2)=[N+](C)C)C.F[P-](F)(F)(F)(F)F.CCN(C(C)C)C(C)C. (3) Given the product [Br:37][C:38]1[CH:39]=[C:40]([CH2:44][NH:45][C:3]([C:5]2[N:14]3[C:8]([CH2:9][N:10]([C:19]([C:21]4[CH:22]=[CH:23][C:24]([C:27]5[CH:32]=[CH:31][CH:30]=[CH:29][C:28]=5[O:33][CH3:34])=[CH:25][CH:26]=4)=[O:20])[C:11]4[CH:18]=[CH:17][CH:16]=[CH:15][C:12]=4[CH2:13]3)=[CH:7][CH:6]=2)=[O:4])[CH:41]=[N:42][CH:43]=1, predict the reactants needed to synthesize it. The reactants are: ClC(Cl)(Cl)[C:3]([C:5]1[N:14]2[C:8]([CH2:9][N:10]([C:19]([C:21]3[CH:26]=[CH:25][C:24]([C:27]4[CH:32]=[CH:31][CH:30]=[CH:29][C:28]=4[O:33][CH3:34])=[CH:23][CH:22]=3)=[O:20])[C:11]3[CH:18]=[CH:17][CH:16]=[CH:15][C:12]=3[CH2:13]2)=[CH:7][CH:6]=1)=[O:4].[Br:37][C:38]1[CH:39]=[C:40]([CH2:44][NH2:45])[CH:41]=[N:42][CH:43]=1.C(N(CC)CC)C.CS(C)=O. (4) Given the product [CH:10]1([CH2:9][NH:8][C:6](=[O:7])[C:5]2[CH:13]=[CH:14][C:2]([C:17]3[CH:18]=[C:19]([NH:22][C:23]([C:25]4[CH:29]=[CH:28][S:27][CH:26]=4)=[O:24])[CH:20]=[CH:21][C:16]=3[CH3:15])=[N:3][CH:4]=2)[CH2:12][CH2:11]1, predict the reactants needed to synthesize it. The reactants are: Cl[C:2]1[CH:14]=[CH:13][C:5]([C:6]([NH:8][CH2:9][CH:10]2[CH2:12][CH2:11]2)=[O:7])=[CH:4][N:3]=1.[CH3:15][C:16]1[CH:21]=[CH:20][C:19]([NH:22][C:23]([C:25]2[CH:29]=[CH:28][S:27][CH:26]=2)=[O:24])=[CH:18][C:17]=1B1OC(C)(C)C(C)(C)O1. (5) Given the product [C:1]([C:5]1[N:6]=[C:7]([NH:10][C:11]([C:13]2[CH:39]=[CH:38][N:16]3[C:17](=[O:37])[C:18](/[CH:28]=[CH:29]/[C:30]([O:32][C:33]([CH3:36])([CH3:35])[CH3:34])=[O:31])=[C:19]([N:21]4[CH2:26][CH2:25][CH2:24][C@@H:23]([O:27][C:50]([NH:49][CH2:48][CH2:47][CH2:46][Cl:45])=[O:51])[CH2:22]4)[N:20]=[C:15]3[CH:14]=2)=[O:12])[S:8][CH:9]=1)([CH3:4])([CH3:2])[CH3:3], predict the reactants needed to synthesize it. The reactants are: [C:1]([C:5]1[N:6]=[C:7]([NH:10][C:11]([C:13]2[CH:39]=[CH:38][N:16]3[C:17](=[O:37])[C:18](/[CH:28]=[CH:29]/[C:30]([O:32][C:33]([CH3:36])([CH3:35])[CH3:34])=[O:31])=[C:19]([N:21]4[CH2:26][CH2:25][CH2:24][C@@H:23]([OH:27])[CH2:22]4)[N:20]=[C:15]3[CH:14]=2)=[O:12])[S:8][CH:9]=1)([CH3:4])([CH3:3])[CH3:2].O1CCCC1.[Cl:45][CH2:46][CH2:47][CH2:48][N:49]=[C:50]=[O:51].C(=O)([O-])O.[Na+]. (6) Given the product [CH:48]([OH:49])=[O:64].[C:1]([C:5]1[CH:9]=[C:8]([NH:10][C:11]([NH:13][C@@H:14]2[C:23]3[C:18](=[CH:19][CH:20]=[CH:21][CH:22]=3)[C@H:17]([O:24][C:25]3[CH:26]=[CH:27][C:28]4[N:29]([C:31]([N:34]5[CH2:39][CH2:38][CH2:37][CH2:36][C@@H:35]5[CH3:40])=[N:32][N:33]=4)[CH:30]=3)[CH2:16][CH2:15]2)=[O:12])[N:7]([C:41]2[CH:46]=[CH:45][CH:44]=[C:43]([CH2:47][CH2:48][N:58]3[CH2:59][CH2:60][N:55]([CH3:54])[CH2:56][CH2:57]3)[CH:42]=2)[N:6]=1)([CH3:3])([CH3:2])[CH3:4], predict the reactants needed to synthesize it. The reactants are: [C:1]([C:5]1[CH:9]=[C:8]([NH:10][C:11]([NH:13][C@@H:14]2[C:23]3[C:18](=[CH:19][CH:20]=[CH:21][CH:22]=3)[C@H:17]([O:24][C:25]3[CH:26]=[CH:27][C:28]4[N:29]([C:31]([N:34]5[CH2:39][CH2:38][CH2:37][CH2:36][C@@H:35]5[CH3:40])=[N:32][N:33]=4)[CH:30]=3)[CH2:16][CH2:15]2)=[O:12])[N:7]([C:41]2[CH:42]=[C:43]([CH2:47][CH2:48][O:49]S(C)(=O)=O)[CH:44]=[CH:45][CH:46]=2)[N:6]=1)([CH3:4])([CH3:3])[CH3:2].[CH3:54][N:55]1[CH2:60][CH2:59][NH:58][CH2:57][CH2:56]1.C1C[O:64]CC1. (7) Given the product [NH2:23][C:24]1[O:25][CH2:26][C@:27]2([N:44]=1)[C:28]1[CH:29]=[C:30]([Br:43])[CH:31]=[CH:32][C:33]=1[O:34][C:35]1[C:40]2=[CH:39][C:38]([O:8][CH2:9][C:10]([CH3:11])([CH3:12])[C:13]#[N:14])=[CH:37][C:36]=1[F:42], predict the reactants needed to synthesize it. The reactants are: [I-].[K+].FC(F)(F)S([O:8][CH2:9][C:10]([C:13]#[N:14])([CH3:12])[CH3:11])(=O)=O.C(=O)([O-])[O-].[Cs+].[Cs+].[NH2:23][C:24]1[O:25][CH2:26][C@@:27]2([N:44]=1)[C:40]1[CH:39]=[C:38](O)[CH:37]=[C:36]([F:42])[C:35]=1[O:34][C:33]1[C:28]2=[CH:29][C:30]([Br:43])=[CH:31][CH:32]=1.